From a dataset of Full USPTO retrosynthesis dataset with 1.9M reactions from patents (1976-2016). Predict the reactants needed to synthesize the given product. (1) Given the product [Cl:1][C:2]1[CH:3]=[C:4]([C:8]2[C:17]3[C:12](=[CH:13][CH:14]=[C:15]([C:18]([C:26]4[CH:27]=[CH:28][C:29]([Cl:32])=[CH:30][CH:31]=4)([OH:25])[C:19]4[N:23]([CH3:24])[CH:22]=[N:21][CH:20]=4)[CH:16]=3)[N:11]=[C:10]([NH:33][C:34]([NH:41][C:44]3[CH:49]=[CH:48][CH:47]=[CH:46][CH:45]=3)=[O:35])[CH:9]=2)[CH:5]=[CH:6][CH:7]=1, predict the reactants needed to synthesize it. The reactants are: [Cl:1][C:2]1[CH:3]=[C:4]([C:8]2[C:17]3[C:12](=[CH:13][CH:14]=[C:15]([C:18]([C:26]4[CH:31]=[CH:30][C:29]([Cl:32])=[CH:28][CH:27]=4)([OH:25])[C:19]4[N:23]([CH3:24])[CH:22]=[N:21][CH:20]=4)[CH:16]=3)[N:11]=[C:10]([NH:33][C:34](C3OC=CC=3)=[O:35])[CH:9]=2)[CH:5]=[CH:6][CH:7]=1.[N:41]([C:44]1[CH:49]=[CH:48][CH:47]=[CH:46][CH:45]=1)=C=O. (2) Given the product [C:37]([S:40][CH2:41][CH2:42][N:43]([CH2:52][CH2:53][CH:54]1[CH2:59][CH2:58][CH2:57][CH2:56][CH2:55]1)[C:44](=[O:51])[NH:45][C@@H:46]([CH3:50])[C:47]([N:5]1[CH2:6][CH2:7][N:2]([CH3:1])[CH2:3][CH2:4]1)=[O:49])(=[O:39])[CH3:38], predict the reactants needed to synthesize it. The reactants are: [CH3:1][N:2]1[CH2:7][CH2:6][NH:5][CH2:4][CH2:3]1.ON1C2C=CC=CC=2N=N1.CN1CCOCC1.Cl.C(N=C=NCCCN(C)C)C.[C:37]([S:40][CH2:41][CH2:42][N:43]([CH2:52][CH2:53][CH:54]1[CH2:59][CH2:58][CH2:57][CH2:56][CH2:55]1)[C:44](=[O:51])[NH:45][C@@H:46]([CH3:50])[C:47]([OH:49])=O)(=[O:39])[CH3:38]. (3) The reactants are: [N:1]1([C:5]2[CH:10]=[CH:9][N:8]=[C:7]([NH2:11])[CH:6]=2)[CH2:4][CH2:3][CH2:2]1.Br[CH2:13][C:14]([C:16]1[CH:21]=[CH:20][CH:19]=[C:18]([O:22][CH3:23])[CH:17]=1)=O. Given the product [N:1]1([C:5]2[CH:10]=[CH:9][N:8]3[CH:13]=[C:14]([C:16]4[CH:21]=[CH:20][CH:19]=[C:18]([O:22][CH3:23])[CH:17]=4)[N:11]=[C:7]3[CH:6]=2)[CH2:4][CH2:3][CH2:2]1, predict the reactants needed to synthesize it. (4) Given the product [Cl:1][C:2]1[N:11]=[C:10]([NH:12][CH2:13][CH:14]2[CH2:19][C:18](=[O:20])[CH2:17][N:16]([C:21]([O:23][C:24]([CH3:27])([CH3:26])[CH3:25])=[O:22])[CH2:15]2)[C:9]2[C:4](=[N:5][CH:6]=[CH:7][N:8]=2)[CH:3]=1, predict the reactants needed to synthesize it. The reactants are: [Cl:1][C:2]1[N:11]=[C:10]([NH:12][CH2:13][CH:14]2[CH2:19][CH:18]([OH:20])[CH2:17][N:16]([C:21]([O:23][C:24]([CH3:27])([CH3:26])[CH3:25])=[O:22])[CH2:15]2)[C:9]2[C:4](=[N:5][CH:6]=[CH:7][N:8]=2)[CH:3]=1.CC(OI1(OC(C)=O)(OC(C)=O)OC(=O)C2C=CC=CC1=2)=O. (5) Given the product [CH2:23]([O:1][C:2]1[CH:7]=[C:6]([C:8]2[CH:13]=[CH:12][CH:11]=[CH:10][CH:9]=2)[N:5]=[C:4]([C:14]([O:16][CH2:6][C:8]2[CH:13]=[CH:12][CH:11]=[CH:10][CH:9]=2)=[O:15])[CH:3]=1)[C:24]1[CH:29]=[CH:28][CH:27]=[CH:26][CH:25]=1, predict the reactants needed to synthesize it. The reactants are: [O:1]=[C:2]1[CH:7]=[C:6]([C:8]2[CH:13]=[CH:12][CH:11]=[CH:10][CH:9]=2)[NH:5][C:4]([C:14]([OH:16])=[O:15])=[CH:3]1.C(=O)([O-])[O-].[K+].[K+].[CH2:23](Br)[C:24]1[CH:29]=[CH:28][CH:27]=[CH:26][CH:25]=1.O. (6) The reactants are: [C:1]([CH:4](OS(C1C=CC(C)=CC=1)(=O)=O)[C:5]1[CH:10]=[CH:9][CH:8]=[CH:7][CH:6]=1)(=[O:3])[NH2:2].[Br:22][C:23]1[CH:24]=[C:25]([CH2:29][CH2:30][C@H:31]2[C:40]3[C:35](=[CH:36][C:37]([O:43][CH3:44])=[C:38]([O:41][CH3:42])[CH:39]=3)[CH2:34][CH2:33][NH:32]2)[CH:26]=[CH:27][CH:28]=1. Given the product [Br:22][C:23]1[CH:24]=[C:25]([CH2:29][CH2:30][C@H:31]2[C:40]3[C:35](=[CH:36][C:37]([O:43][CH3:44])=[C:38]([O:41][CH3:42])[CH:39]=3)[CH2:34][CH2:33][N:32]2[C@H:4]([C:5]2[CH:6]=[CH:7][CH:8]=[CH:9][CH:10]=2)[C:1]([NH2:2])=[O:3])[CH:26]=[CH:27][CH:28]=1, predict the reactants needed to synthesize it. (7) Given the product [OH:17][C:9]1[C:8]([O:7][CH3:6])=[CH:16][CH:15]=[CH:14][C:10]=1[C:11]([N:3]([O:4][CH3:5])[CH3:2])=[O:13], predict the reactants needed to synthesize it. The reactants are: Cl.[CH3:2][NH:3][O:4][CH3:5].[CH3:6][O:7][C:8]1[CH:16]=[CH:15][CH:14]=[C:10]([C:11]([OH:13])=O)[C:9]=1[OH:17].Cl.C(N=C=NCCCN(C)C)C.ON1C2C=CC=CC=2N=N1.